This data is from Full USPTO retrosynthesis dataset with 1.9M reactions from patents (1976-2016). The task is: Predict the reactants needed to synthesize the given product. (1) Given the product [CH3:1][N:2]1[CH2:6][CH2:5][N:4]([C:7]2[CH:12]=[CH:11][C:10]([N:13]3[CH:22]=[C:21]4[C:15]([CH2:16][CH2:17][N:18]([CH:25]([CH3:27])[CH3:24])[CH2:19][CH2:20]4)=[N:14]3)=[CH:9][CH:8]=2)[C:3]1=[O:23], predict the reactants needed to synthesize it. The reactants are: [CH3:1][N:2]1[CH2:6][CH2:5][N:4]([C:7]2[CH:12]=[CH:11][C:10]([N:13]3[CH:22]=[C:21]4[C:15]([CH2:16][CH2:17][NH:18][CH2:19][CH2:20]4)=[N:14]3)=[CH:9][CH:8]=2)[C:3]1=[O:23].[CH3:24][C:25]([CH3:27])=O.C(O[BH-](OC(=O)C)OC(=O)C)(=O)C.[Na+]. (2) Given the product [CH3:9][C:10]([C:2]1[CH:7]=[CH:6][CH:5]=[C:4]([CH3:8])[N:3]=1)([CH3:13])[C:11]#[N:12], predict the reactants needed to synthesize it. The reactants are: F[C:2]1[CH:7]=[CH:6][CH:5]=[C:4]([CH3:8])[N:3]=1.[CH3:9][CH:10]([CH3:13])[C:11]#[N:12].C[Si](C)(C)[N-][Si](C)(C)C.[K+]. (3) Given the product [NH2:29][CH2:28][C:27]([N:24]1[CH2:23][CH2:22][C:21]2[CH:38]=[CH:39][C:18]([C:15]3[N:14]=[C:13]([C:5]4[CH:4]=[C:3]([C:1]#[N:2])[C:8]([NH:9][CH:10]([CH3:11])[CH3:12])=[N:7][CH:6]=4)[O:17][N:16]=3)=[CH:19][C:20]=2[CH2:26][CH2:25]1)=[O:37], predict the reactants needed to synthesize it. The reactants are: [C:1]([C:3]1[CH:4]=[C:5]([C:13]2[O:17][N:16]=[C:15]([C:18]3[CH:39]=[CH:38][C:21]4[CH2:22][CH2:23][N:24]([C:27](=[O:37])[CH2:28][NH:29]C(=O)OC(C)(C)C)[CH2:25][CH2:26][C:20]=4[CH:19]=3)[N:14]=2)[CH:6]=[N:7][C:8]=1[NH:9][CH:10]([CH3:12])[CH3:11])#[N:2].FC(F)(F)C(O)=O.